Dataset: CYP2C19 inhibition data for predicting drug metabolism from PubChem BioAssay. Task: Regression/Classification. Given a drug SMILES string, predict its absorption, distribution, metabolism, or excretion properties. Task type varies by dataset: regression for continuous measurements (e.g., permeability, clearance, half-life) or binary classification for categorical outcomes (e.g., BBB penetration, CYP inhibition). Dataset: cyp2c19_veith. (1) The compound is O=C(CSc1nnc(CNc2ccccc2)o1)N1CCCc2ccccc21. The result is 1 (inhibitor). (2) The molecule is Cc1ccccc1-c1nccc(Nc2ccc(F)cc2)n1. The result is 1 (inhibitor). (3) The compound is Cn1cccc1/C=N/NC(=O)c1sc2ccccc2c1Cl. The result is 1 (inhibitor). (4) The compound is O=C1C2CCCN2C(c2ccccc2F)N1c1ccc(Cl)cc1. The result is 1 (inhibitor). (5) The drug is O=c1ccc2c(OCCCCc3ccccc3)c3ccoc3cc2o1. The result is 1 (inhibitor). (6) The compound is CO[C@@H]1COC(=O)C/C=C\[C@@H](C)[C@H](OC)COC(=O)[C@@H](C)COC(=O)C/C=C\[C@H]1C. The result is 0 (non-inhibitor). (7) The molecule is O=c1cc[nH]c2cccc(Cc3ccccc3)c12. The result is 1 (inhibitor). (8) The molecule is COC(=O)C[C@@H]1O[C@H]1[C@H](C)[C@@H](OC)C(C)C. The result is 1 (inhibitor).